From a dataset of Reaction yield outcomes from USPTO patents with 853,638 reactions. Predict the reaction yield, written as a fraction of the theoretical maximum amount of product (1.0 means a 100% yield; for example, 0.34 means a 34% yield). The reactants are [CH2:1]([C:11]#[C:12][C:13]#[C:14][CH2:15][CH2:16][CH2:17][CH2:18][CH2:19][CH2:20][CH2:21]CCC)[CH2:2][CH2:3]CCCCCCC.C1COCC1.[OH-].[K+]. The catalyst is CO.O. The product is [CH2:12]([C:11]#[C:1][C:2]#[CH:3])[CH2:13][CH2:14][CH2:15][CH2:16][CH2:17][CH2:18][CH2:19][CH2:20][CH3:21]. The yield is 0.930.